Predict which catalyst facilitates the given reaction. From a dataset of Catalyst prediction with 721,799 reactions and 888 catalyst types from USPTO. (1) Reactant: [C:1]([C:5]1[N:9]([CH2:10][CH:11]2[CH2:16][CH2:15][O:14][CH2:13][CH2:12]2)[C:8]2[CH:17]=[CH:18][C:19]([NH:21]C(=O)C)=[CH:20][C:7]=2[N:6]=1)([CH3:4])([CH3:3])[CH3:2]. Product: [C:1]([C:5]1[N:9]([CH2:10][CH:11]2[CH2:16][CH2:15][O:14][CH2:13][CH2:12]2)[C:8]2[CH:17]=[CH:18][C:19]([NH2:21])=[CH:20][C:7]=2[N:6]=1)([CH3:4])([CH3:2])[CH3:3]. The catalyst class is: 33. (2) Reactant: Br[C:2]1[N:3]=[C:4]2[N:9]([CH:10]=1)[CH:8]=[C:7]([C:11]([O:13][CH3:14])=[O:12])[CH:6]=[CH:5]2.[CH3:15][N:16]([C:24]1[CH:29]=[CH:28][C:27](B2OC(C)(C)C(C)(C)O2)=[CH:26][N:25]=1)[C:17](=[O:23])[O:18][C:19]([CH3:22])([CH3:21])[CH3:20].C(=O)([O-])[O-].[Cs+].[Cs+]. Product: [CH3:15][N:16]([C:17]([O:18][C:19]([CH3:22])([CH3:21])[CH3:20])=[O:23])[C:24]1[N:25]=[CH:26][C:27]([C:2]2[N:3]=[C:4]3[N:9]([CH:10]=2)[CH:8]=[C:7]([C:11]([O:13][CH3:14])=[O:12])[CH:6]=[CH:5]3)=[CH:28][CH:29]=1. The catalyst class is: 151. (3) The catalyst class is: 125. Product: [CH2:1]([N:9]([CH2:19][C:20]([OH:22])=[O:21])[C:10](=[O:18])[CH2:11][CH2:12][CH2:13][CH2:14][CH2:15][CH2:16][CH3:17])[CH2:2][CH2:3][CH2:4][CH2:5][CH2:6][CH2:7][CH3:8]. Reactant: [CH2:1]([N:9]([CH2:19][C:20]([O:22]C)=[O:21])[C:10](=[O:18])[CH2:11][CH2:12][CH2:13][CH2:14][CH2:15][CH2:16][CH3:17])[CH2:2][CH2:3][CH2:4][CH2:5][CH2:6][CH2:7][CH3:8].[OH-].[Na+].Cl.